This data is from Full USPTO retrosynthesis dataset with 1.9M reactions from patents (1976-2016). The task is: Predict the reactants needed to synthesize the given product. Given the product [F:1][C:2]([F:33])([F:32])[C:3]1[CH:4]=[C:5]([C@H:13]2[O:17][C:16](=[O:18])[N:15]([CH2:19][C:20]3[CH:25]=[C:24]([C:26]([F:29])([F:28])[F:27])[CH:23]=[CH:22][C:21]=3[C:38]3[CH:39]=[C:40]([CH:41]([CH3:43])[CH3:42])[C:35]([F:34])=[CH:36][C:37]=3[O:47][CH3:48])[C@H:14]2[CH3:31])[CH:6]=[C:7]([C:9]([F:12])([F:11])[F:10])[CH:8]=1, predict the reactants needed to synthesize it. The reactants are: [F:1][C:2]([F:33])([F:32])[C:3]1[CH:4]=[C:5]([C@H:13]2[O:17][C:16](=[O:18])[N:15]([CH2:19][C:20]3[CH:25]=[C:24]([C:26]([F:29])([F:28])[F:27])[CH:23]=[CH:22][C:21]=3I)[C@H:14]2[CH3:31])[CH:6]=[C:7]([C:9]([F:12])([F:11])[F:10])[CH:8]=1.[F:34][C:35]1[C:40]([CH:41]([CH3:43])[CH3:42])=[CH:39][C:38](B(O)O)=[C:37]([O:47][CH3:48])[CH:36]=1.C(=O)([O-])[O-].[Na+].[Na+].